Dataset: Full USPTO retrosynthesis dataset with 1.9M reactions from patents (1976-2016). Task: Predict the reactants needed to synthesize the given product. (1) Given the product [Cl:12][C:13]1[CH:18]=[CH:17][C:16]([C:19]2[C:20]([NH:30][C:9](=[O:10])[CH2:8][CH2:7][C:1]3[CH:6]=[CH:5][CH:4]=[CH:3][CH:2]=3)=[N:21][N:22]3[C:27]([CH3:28])=[CH:26][C:25]([CH3:29])=[N:24][C:23]=23)=[CH:15][C:14]=1[CH3:31], predict the reactants needed to synthesize it. The reactants are: [C:1]1([CH2:7][CH2:8][C:9](Cl)=[O:10])[CH:6]=[CH:5][CH:4]=[CH:3][CH:2]=1.[Cl:12][C:13]1[CH:18]=[CH:17][C:16]([C:19]2[C:20]([NH2:30])=[N:21][N:22]3[C:27]([CH3:28])=[CH:26][C:25]([CH3:29])=[N:24][C:23]=23)=[CH:15][C:14]=1[CH3:31]. (2) Given the product [Br:20][C:21]1[CH:26]=[CH:25][CH:24]=[CH:23][C:22]=1[N:27]1[CH2:28][CH2:29][CH:30]([C:33]([OH:35])=[O:34])[CH2:31][CH2:32]1.[Br:47][C:48]1[CH:53]=[CH:52][CH:51]=[CH:50][C:49]=1[N:54]1[CH2:55][CH2:56][CH:57]([C:60]([Cl:62])=[O:61])[CH2:58][CH2:59]1.[N:39]1[C:40]2[C:45](=[CH:44][CH:43]=[CH:42][CH:41]=2)[CH:46]=[C:37]([NH:36][C:33]([CH:30]2[CH2:29][CH2:28][N:27]([C:22]3[CH:23]=[CH:24][CH:25]=[CH:26][C:21]=3[Br:20])[CH2:32][CH2:31]2)=[O:35])[CH:38]=1, predict the reactants needed to synthesize it. The reactants are: BrC1C=CC=CC=1Br.C(OC(=O)C1CCNCC1)C.[Br:20][C:21]1[CH:26]=[CH:25][CH:24]=[CH:23][C:22]=1[N:27]1[CH2:32][CH2:31][CH:30]([C:33]([OH:35])=[O:34])[CH2:29][CH2:28]1.[NH2:36][C:37]1[CH:38]=[N:39][C:40]2[C:45]([CH:46]=1)=[CH:44][CH:43]=[CH:42][CH:41]=2.[Br:47][C:48]1[CH:53]=[CH:52][CH:51]=[CH:50][C:49]=1[N:54]1[CH2:59][CH2:58][CH:57]([C:60]([Cl:62])=[O:61])[CH2:56][CH2:55]1. (3) Given the product [Cl:1][C:2]1[C:3]2[C:4]3[C:5](=[C:23]([CH3:26])[O:24][N:25]=3)[C:6](=[O:22])[N:7]([C:12]3[N:17]=[C:16]([CH2:18][C:19]([NH:43][C:42]4[CH:44]=[CH:45][CH:46]=[C:40]([O:39][CH3:38])[CH:41]=4)=[O:20])[CH:15]=[CH:14][CH:13]=3)[C:8]=2[CH:9]=[CH:10][CH:11]=1, predict the reactants needed to synthesize it. The reactants are: [Cl:1][C:2]1[C:3]2[C:4]3[C:5](=[C:23]([CH3:26])[O:24][N:25]=3)[C:6](=[O:22])[N:7]([C:12]3[N:17]=[C:16]([CH2:18][C:19](O)=[O:20])[CH:15]=[CH:14][CH:13]=3)[C:8]=2[CH:9]=[CH:10][CH:11]=1.CCN=C=NCCCN(C)C.[CH3:38][O:39][C:40]1[CH:41]=[C:42]([CH:44]=[CH:45][CH:46]=1)[NH2:43].CC(C)=O.ClCCl. (4) Given the product [C:1]([C:5]1[O:6][C:7]([C:10]2[C:14]([C:15]#[CH:16])=[C:13]([C:19]3[CH:20]=[CH:21][C:22]([Cl:25])=[CH:23][CH:24]=3)[N:12]([C:26]3[CH:31]=[CH:30][C:29]([Cl:32])=[CH:28][C:27]=3[Cl:33])[N:11]=2)=[N:8][N:9]=1)([CH3:4])([CH3:2])[CH3:3], predict the reactants needed to synthesize it. The reactants are: [C:1]([C:5]1[O:6][C:7]([C:10]2[C:14]([CH:15]=[C:16](Br)Br)=[C:13]([C:19]3[CH:24]=[CH:23][C:22]([Cl:25])=[CH:21][CH:20]=3)[N:12]([C:26]3[CH:31]=[CH:30][C:29]([Cl:32])=[CH:28][C:27]=3[Cl:33])[N:11]=2)=[N:8][N:9]=1)([CH3:4])([CH3:3])[CH3:2].C[Si]([N-][Si](C)(C)C)(C)C.[K+]. (5) Given the product [I:1][C:2]1[CH:3]=[CH:4][C:5]([C:8](=[O:21])/[C:9](/[S:10]([CH2:13][C:14]2[CH:19]=[CH:18][C:17]([I:20])=[CH:16][CH:15]=2)(=[O:11])=[O:12])=[CH:27]\[C:26]2[CH:29]=[CH:30][C:23]([I:22])=[CH:24][CH:25]=2)=[CH:6][CH:7]=1, predict the reactants needed to synthesize it. The reactants are: [I:1][C:2]1[CH:7]=[CH:6][C:5]([C:8](=[O:21])[CH2:9][S:10]([CH2:13][C:14]2[CH:19]=[CH:18][C:17]([I:20])=[CH:16][CH:15]=2)(=[O:12])=[O:11])=[CH:4][CH:3]=1.[I:22][C:23]1[CH:30]=[CH:29][C:26]([CH:27]=O)=[CH:25][CH:24]=1.